Dataset: Catalyst prediction with 721,799 reactions and 888 catalyst types from USPTO. Task: Predict which catalyst facilitates the given reaction. (1) Reactant: [CH3:1][O:2][C:3]1[CH:4]=[C:5]2[C:9](=[CH:10][CH:11]=1)[N:8]([CH3:12])[N:7]=[C:6]2[C:13]1[N:14]=[C:15]2[C:21]([C:22]([NH:24][C@@H:25]3[CH2:30][CH2:29][O:28][CH2:27][C@@H:26]3[NH:31]C(=O)OC(C)(C)C)=[O:23])=[CH:20][N:19](COCC[Si](C)(C)C)[C:16]2=[N:17][CH:18]=1.C(O)(C(F)(F)F)=O. Product: [NH2:31][C@@H:26]1[C@H:25]([NH:24][C:22]([C:21]2[C:15]3[C:16](=[N:17][CH:18]=[C:13]([C:6]4[C:5]5[C:9](=[CH:10][CH:11]=[C:3]([O:2][CH3:1])[CH:4]=5)[N:8]([CH3:12])[N:7]=4)[N:14]=3)[NH:19][CH:20]=2)=[O:23])[CH2:30][CH2:29][O:28][CH2:27]1. The catalyst class is: 4. (2) Product: [CH2:27]([O:26][CH2:25][CH2:24][CH2:23][CH2:22][C@H:21]([CH3:34])[CH2:20][OH:35])[C:28]1[CH:33]=[CH:32][CH:31]=[CH:30][CH:29]=1. Reactant: [H-].[H-].[H-].[H-].[Li+].[Al+3].C([C@H]1COC(=O)N1[C:20](=[O:35])[C@@H:21]([CH3:34])[CH2:22][CH2:23][CH2:24][CH2:25][O:26][CH2:27][C:28]1[CH:33]=[CH:32][CH:31]=[CH:30][CH:29]=1)C1C=CC=CC=1. The catalyst class is: 1.